From a dataset of Reaction yield outcomes from USPTO patents with 853,638 reactions. Predict the reaction yield, written as a fraction of the theoretical maximum amount of product (1.0 means a 100% yield; for example, 0.34 means a 34% yield). (1) The reactants are [CH:1](=O)/[CH:2]=[CH:3]/[C:4]1[CH:9]=[CH:8][CH:7]=[CH:6][CH:5]=1.[C:11]([OH:16])(=[O:15])[C:12]([CH3:14])=[O:13].[OH-].[K+:18]. The catalyst is CO. The product is [O:13]=[C:12]([CH:14]=[CH:1][CH:2]=[CH:3][C:4]1[CH:9]=[CH:8][CH:7]=[CH:6][CH:5]=1)[C:11]([O-:16])=[O:15].[K+:18]. The yield is 0.610. (2) The reactants are [CH2:1]([NH:4][C:5]1[C:6]2[S:14][CH:13]=[C:12]([CH3:15])[C:7]=2[N:8]=[C:9](Cl)[N:10]=1)[CH:2]=[CH2:3].[CH2:16]([NH2:19])[CH2:17][CH3:18].C(=O)([O-])O.[Na+]. No catalyst specified. The product is [CH2:1]([NH:4][C:5]1[C:6]2[S:14][CH:13]=[C:12]([CH3:15])[C:7]=2[N:8]=[C:9]([NH:19][CH2:16][CH2:17][CH3:18])[N:10]=1)[CH:2]=[CH2:3]. The yield is 0.600.